This data is from NCI-60 drug combinations with 297,098 pairs across 59 cell lines. The task is: Regression. Given two drug SMILES strings and cell line genomic features, predict the synergy score measuring deviation from expected non-interaction effect. (1) Drug 1: CCC1(CC2CC(C3=C(CCN(C2)C1)C4=CC=CC=C4N3)(C5=C(C=C6C(=C5)C78CCN9C7C(C=CC9)(C(C(C8N6C)(C(=O)OC)O)OC(=O)C)CC)OC)C(=O)OC)O.OS(=O)(=O)O. Drug 2: CN(CCCl)CCCl.Cl. Cell line: SR. Synergy scores: CSS=61.3, Synergy_ZIP=7.58, Synergy_Bliss=7.59, Synergy_Loewe=6.67, Synergy_HSA=8.19. (2) Drug 1: C1CC(=O)NC(=O)C1N2CC3=C(C2=O)C=CC=C3N. Drug 2: C1=NC2=C(N1)C(=S)N=CN2. Cell line: HL-60(TB). Synergy scores: CSS=29.7, Synergy_ZIP=1.72, Synergy_Bliss=1.00, Synergy_Loewe=-18.0, Synergy_HSA=2.45.